From a dataset of Forward reaction prediction with 1.9M reactions from USPTO patents (1976-2016). Predict the product of the given reaction. (1) Given the reactants [F:1][C:2]1[CH:7]=[CH:6][C:5]([NH:8][CH2:9][CH2:10][CH2:11][C:12]2[CH:19]=[CH:18][C:15]([CH:16]=[O:17])=[CH:14][CH:13]=2)=[CH:4][CH:3]=1.C(O[CH:23](OCC)[C:24]1C=CC(CCCNC2C=CC(F)=CC=2)=C[CH:25]=1)C.BrC(C)C.C([O-])([O-])=O.[K+].[K+], predict the reaction product. The product is: [F:1][C:2]1[CH:7]=[CH:6][C:5]([N:8]([CH:24]([CH3:25])[CH3:23])[CH2:9][CH2:10][CH2:11][C:12]2[CH:13]=[CH:14][C:15]([CH:16]=[O:17])=[CH:18][CH:19]=2)=[CH:4][CH:3]=1. (2) The product is: [Cl:1][C:2]1[CH:9]=[C:8]([C:19]2[C:18]([C:17]#[N:20])=[CH:25][N:23]([CH2:24][C:11]([OH:12])=[O:14])[CH:22]=2)[CH:7]=[C:4]([C:5]#[N:6])[CH:3]=1. Given the reactants [Cl:1][C:2]1[CH:3]=[C:4]([CH:7]=[C:8](I)[CH:9]=1)[C:5]#[N:6].[C:11](=[O:14])([O-])[O-:12].[K+].[K+].[C:17](#[N:20])[CH:18]=[CH2:19].O.[CH3:22][N:23]([CH:25]=O)[CH3:24], predict the reaction product. (3) Given the reactants [CH:1]1([CH2:4][OH:5])[CH2:3][CH2:2]1.[C:6]([O:10][C:11](=[O:23])[NH:12][C:13]1[CH:18]=[C:17](O)[C:16]([Cl:20])=[CH:15][C:14]=1[CH:21]=[O:22])([CH3:9])([CH3:8])[CH3:7].C1(P(C2C=CC=CC=2)C2C=CC=CC=2)C=CC=CC=1.CC(OC(/N=N/C(OC(C)C)=O)=O)C, predict the reaction product. The product is: [C:6]([O:10][C:11](=[O:23])[NH:12][C:13]1[CH:18]=[C:17]([O:5][CH2:4][CH:1]2[CH2:3][CH2:2]2)[C:16]([Cl:20])=[CH:15][C:14]=1[CH:21]=[O:22])([CH3:9])([CH3:7])[CH3:8].